This data is from Full USPTO retrosynthesis dataset with 1.9M reactions from patents (1976-2016). The task is: Predict the reactants needed to synthesize the given product. (1) Given the product [C:1]([O:4][C@@H:5]1[CH2:24][C@@:23]2([CH3:25])[C@@H:16]([CH2:17][CH2:18][C@:19]2([OH:26])[C:20](=[O:22])[CH3:21])[C@H:15]2[C@H:6]1[C@:7]1([CH3:28])[C@H:12]([CH2:13][CH2:14]2)[CH2:11][C:10](=[O:27])[CH2:9][CH2:8]1)(=[O:3])[CH3:2], predict the reactants needed to synthesize it. The reactants are: [C:1]([O:4][C@@H:5]1[CH2:24][C@@:23]2([CH3:25])[C@@H:16]([CH2:17][CH2:18][C@:19]2([OH:26])[C:20](=[O:22])[CH3:21])[C@H:15]2[C@H:6]1[C@:7]1([CH3:28])[C:12]([CH2:13][CH2:14]2)=[CH:11][C:10](=[O:27])[CH2:9][CH2:8]1)(=[O:3])[CH3:2].N1C=CC=CC=1. (2) Given the product [CH3:1][O:2][C:3]1[CH:4]=[C:5]([CH:19]=[CH:20][C:21]=1[O:22][CH3:23])[CH2:6][CH:7]1[C:16]2[C:11](=[CH:12][C:13]([O:17][CH3:18])=[CH:14][CH:15]=2)[CH2:10][CH2:9][N:8]1[CH2:25][C:26]([NH:34][CH2:33][C:32]1[CH:35]=[CH:36][CH:37]=[CH:38][C:31]=1[O:30][CH3:29])=[O:27], predict the reactants needed to synthesize it. The reactants are: [CH3:1][O:2][C:3]1[CH:4]=[C:5]([CH:19]=[CH:20][C:21]=1[O:22][CH3:23])[CH2:6][CH:7]1[C:16]2[C:11](=[CH:12][C:13]([O:17][CH3:18])=[CH:14][CH:15]=2)[CH2:10][CH2:9][NH:8]1.Br[CH2:25][C:26](Br)=[O:27].[CH3:29][O:30][C:31]1[CH:38]=[CH:37][CH:36]=[CH:35][C:32]=1[CH2:33][NH2:34]. (3) Given the product [C:50]([O:49][C:47]([NH:54][C@@H:55]([CH:56]([CH3:58])[CH3:57])[C:59]([O:46][CH2:45][CH:11]1[N:6]2[C:7]3[CH:8]=[CH:9][CH:10]=[C:2]([F:1])[C:3]=3[CH:4]=[C:5]2[C:14]2[N:15]=[C:16]([C:19]3[C:20]([N:39]([CH3:44])[S:40]([CH3:43])(=[O:42])=[O:41])=[CH:21][C:22]4[O:26][C:25]([C:27]5[CH:32]=[CH:31][C:30]([F:33])=[CH:29][CH:28]=5)=[C:24]([C:34](=[O:35])[NH:36][CH3:37])[C:23]=4[CH:38]=3)[CH:17]=[CH:18][C:13]=2[O:12]1)=[O:60])=[O:48])([CH3:53])([CH3:52])[CH3:51], predict the reactants needed to synthesize it. The reactants are: [F:1][C:2]1[C:3]2[CH:4]=[C:5]3[C:14]4[N:15]=[C:16]([C:19]5[C:20]([N:39]([CH3:44])[S:40]([CH3:43])(=[O:42])=[O:41])=[CH:21][C:22]6[O:26][C:25]([C:27]7[CH:32]=[CH:31][C:30]([F:33])=[CH:29][CH:28]=7)=[C:24]([C:34]([NH:36][CH3:37])=[O:35])[C:23]=6[CH:38]=5)[CH:17]=[CH:18][C:13]=4[O:12][CH:11]([CH2:45][OH:46])[N:6]3[C:7]=2[CH:8]=[CH:9][CH:10]=1.[C:47]([NH:54][C@H:55]([C:59](O)=[O:60])[CH:56]([CH3:58])[CH3:57])([O:49][C:50]([CH3:53])([CH3:52])[CH3:51])=[O:48].CCN=C=NCCCN(C)C.CCN(CC)CC. (4) Given the product [CH3:1][N:2]([CH3:7])[S:3]([N:27]1[CH2:28][CH2:29][CH:24]([NH:23][C:19]2[N:18]=[C:17]([C:12]3[N:13]([CH:14]([CH3:16])[CH3:15])[C:9]([CH3:8])=[N:10][CH:11]=3)[CH:22]=[CH:21][N:20]=2)[CH2:25][CH2:26]1)(=[O:5])=[O:4], predict the reactants needed to synthesize it. The reactants are: [CH3:1][N:2]([CH3:7])[S:3](Cl)(=[O:5])=[O:4].[CH3:8][C:9]1[N:13]([CH:14]([CH3:16])[CH3:15])[C:12]([C:17]2[CH:22]=[CH:21][N:20]=[C:19]([NH:23][CH:24]3[CH2:29][CH2:28][NH:27][CH2:26][CH2:25]3)[N:18]=2)=[CH:11][N:10]=1.O. (5) Given the product [Cl:1][C:2]1[N:7]=[C:6]([NH:8][CH2:9][CH3:10])[C:5]([C:11]([F:23])=[O:13])=[CH:4][N:3]=1, predict the reactants needed to synthesize it. The reactants are: [Cl:1][C:2]1[N:7]=[C:6]([NH:8][CH2:9][CH3:10])[C:5]([C:11]([OH:13])=O)=[CH:4][N:3]=1.C(N(CC)CC)C.N1C(F)=NC(F)=NC=1[F:23].C([O-])(O)=O.[Na+]. (6) Given the product [C:15]([O:18][C:19]([N:6]1[CH2:7][CH2:8][NH:3][CH:4]([C:9]([OH:11])=[O:10])[CH2:5]1)=[O:20])([CH3:17])([CH3:16])[CH3:14], predict the reactants needed to synthesize it. The reactants are: Cl.Cl.[NH:3]1[CH2:8][CH2:7][NH:6][CH2:5][CH:4]1[C:9]([OH:11])=[O:10].[OH-].[Na+].[CH3:14][C:15]([O:18][C:19](ON=C(C1C=CC=CC=1)C#N)=[O:20])([CH3:17])[CH3:16]. (7) Given the product [Br:1][C:2]1[CH:15]=[C:14]2[C:5]([O:6][CH:7]3[CH:12]([C:13]42[C:19](=[O:20])[N:18]([CH3:21])[C:17](=[S:40])[NH:16]4)[CH2:11][CH2:10][CH:9]([O:23][Si:24]([C:27]([CH3:30])([CH3:29])[CH3:28])([CH3:26])[CH3:25])[CH2:8]3)=[CH:4][CH:3]=1, predict the reactants needed to synthesize it. The reactants are: [Br:1][C:2]1[CH:15]=[C:14]2[C:5]([O:6][CH:7]3[CH:12]([C:13]42[C:19](=[O:20])[N:18]([CH3:21])[C:17](=O)[NH:16]4)[CH2:11][CH2:10][CH:9]([O:23][Si:24]([C:27]([CH3:30])([CH3:29])[CH3:28])([CH3:26])[CH3:25])[CH2:8]3)=[CH:4][CH:3]=1.COC1C=CC(P2(SP(C3C=CC(OC)=CC=3)(=S)S2)=[S:40])=CC=1.